Dataset: TCR-epitope binding with 47,182 pairs between 192 epitopes and 23,139 TCRs. Task: Binary Classification. Given a T-cell receptor sequence (or CDR3 region) and an epitope sequence, predict whether binding occurs between them. (1) The epitope is YLQPRTFLL. The TCR CDR3 sequence is CASIANRNTGELFF. Result: 1 (the TCR binds to the epitope). (2) The epitope is YIFFASFYY. The TCR CDR3 sequence is CASSRGTGVYNEQFF. Result: 0 (the TCR does not bind to the epitope). (3) The epitope is KLNVGDYFV. The TCR CDR3 sequence is CAISESKGTIREQFF. Result: 0 (the TCR does not bind to the epitope). (4) The epitope is TPINLVRDL. The TCR CDR3 sequence is CASSARGALAGGSYEQYF. Result: 0 (the TCR does not bind to the epitope). (5) The epitope is RAKFKQLL. The TCR CDR3 sequence is CASSLGYAWGLNNEQFF. Result: 0 (the TCR does not bind to the epitope).